This data is from Reaction yield outcomes from USPTO patents with 853,638 reactions. The task is: Predict the reaction yield, written as a fraction of the theoretical maximum amount of product (1.0 means a 100% yield; for example, 0.34 means a 34% yield). (1) The reactants are C[O:2][C:3](=[O:13])[C:4]1[CH:9]=[C:8]([I:10])[CH:7]=[C:6]([Cl:11])[C:5]=1[NH2:12].[OH-].[K+].Cl. The catalyst is CO. The product is [NH2:12][C:5]1[C:6]([Cl:11])=[CH:7][C:8]([I:10])=[CH:9][C:4]=1[C:3]([OH:13])=[O:2]. The yield is 1.00. (2) The reactants are [CH3:1][C@@:2]([S:30]([CH3:33])(=[O:32])=[O:31])([CH2:13][CH2:14][N:15]1[CH:19]=[C:18]([C:20]2[CH:29]=[N:28][C:27]3[C:22](=[CH:23][CH:24]=[CH:25][CH:26]=3)[N:21]=2)[CH:17]=[N:16]1)[C:3]([NH:5][O:6]C1CCCCO1)=[O:4].Cl. The catalyst is CCO. The product is [OH:6][NH:5][C:3](=[O:4])[C@:2]([CH3:1])([S:30]([CH3:33])(=[O:32])=[O:31])[CH2:13][CH2:14][N:15]1[CH:19]=[C:18]([C:20]2[CH:29]=[N:28][C:27]3[C:22](=[CH:23][CH:24]=[CH:25][CH:26]=3)[N:21]=2)[CH:17]=[N:16]1. The yield is 0.860. (3) The reactants are [OH:1][C:2]1[CH:3]=[C:4]([CH:8]=[CH:9][C:10]=1[CH3:11])[C:5]([OH:7])=O.[NH:12]1[CH2:17][CH2:16][CH2:15][C@@H:14]2[C:18]3[CH:19]=[CH:20][CH:21]=[CH:22][C:23]=3[CH2:24][C@H:13]12.F[P-](F)(F)(F)(F)F.N1(OC(N(C)C)=[N+](C)C)C2N=CC=CC=2N=N1. No catalyst specified. The product is [N:12]1([C:5]([C:4]2[CH:8]=[CH:9][C:10]([CH3:11])=[C:2]([OH:1])[CH:3]=2)=[O:7])[CH2:17][CH2:16][CH2:15][C@@H:14]2[C:18]3[CH:19]=[CH:20][CH:21]=[CH:22][C:23]=3[CH2:24][C@H:13]12. The yield is 0.450. (4) The product is [CH2:26]([O:12][C:11]([C:7]1[CH:6]=[C:5]2[C:10](=[CH:9][CH:8]=1)[N:1]=[CH:2][CH:3]=[CH:4]2)=[O:13])[C:27]1[CH:32]=[CH:31][CH:30]=[CH:29][CH:28]=1. The reactants are [N:1]1[C:10]2[C:5](=[CH:6][C:7]([C:11]([OH:13])=[O:12])=[CH:8][CH:9]=2)[CH:4]=[CH:3][CH:2]=1.C(N1C=CN=C1)(N1C=CN=C1)=O.[CH2:26](O)[C:27]1[CH:32]=[CH:31][CH:30]=[CH:29][CH:28]=1. The yield is 0.620. The catalyst is CCOC(C)=O. (5) The reactants are Cl.[CH3:2][C@@:3]([S:34]([CH3:37])(=[O:36])=[O:35])([CH2:14][CH2:15][N:16]1[CH:21]=[CH:20][C:19]([C:22]2[CH:27]=[CH:26][C:25]([N:28]3[CH:32]=[CH:31][CH:30]=[N:29]3)=[CH:24][CH:23]=2)=[CH:18][C:17]1=[O:33])[C:4]([NH:6][O:7]C1CCCCO1)=[O:5]. The catalyst is ClCCl.CO. The product is [OH:7][NH:6][C:4](=[O:5])[C@:3]([CH3:2])([S:34]([CH3:37])(=[O:36])=[O:35])[CH2:14][CH2:15][N:16]1[CH:21]=[CH:20][C:19]([C:22]2[CH:23]=[CH:24][C:25]([N:28]3[CH:32]=[CH:31][CH:30]=[N:29]3)=[CH:26][CH:27]=2)=[CH:18][C:17]1=[O:33]. The yield is 0.980. (6) The reactants are [ClH:1].[Cl:2][C:3]1[C:12]2[C:7](=[CH:8][CH:9]=[CH:10][CH:11]=2)[C:6]([N:13]2[CH2:18][CH2:17][CH:16]([N:19](C)[C:20](=O)OC(C)(C)C)[CH2:15][CH2:14]2)=[N:5][N:4]=1. The catalyst is CO. The product is [ClH:2].[ClH:1].[Cl:2][C:3]1[C:12]2[C:7](=[CH:8][CH:9]=[CH:10][CH:11]=2)[C:6]([N:13]2[CH2:14][CH2:15][CH:16]([NH:19][CH3:20])[CH2:17][CH2:18]2)=[N:5][N:4]=1. The yield is 1.00.